This data is from Forward reaction prediction with 1.9M reactions from USPTO patents (1976-2016). The task is: Predict the product of the given reaction. Given the reactants [Cl:1][C:2]1[CH:3]=[C:4]([CH:19]=[CH:20][C:21]=1[F:22])[NH:5][C:6]1[C:15]2[C:10](=[CH:11][C:12]([O:17][CH3:18])=[CH:13][C:14]=2[OH:16])[N:9]=[CH:8][N:7]=1.O[CH:24]1[CH2:27][N:26]([CH:28]([CH3:30])[CH3:29])[CH2:25]1, predict the reaction product. The product is: [Cl:1][C:2]1[CH:3]=[C:4]([CH:19]=[CH:20][C:21]=1[F:22])[NH:5][C:6]1[C:15]2[C:10](=[CH:11][C:12]([O:17][CH3:18])=[CH:13][C:14]=2[O:16][CH:24]2[CH2:27][N:26]([CH:28]([CH3:30])[CH3:29])[CH2:25]2)[N:9]=[CH:8][N:7]=1.